This data is from NCI-60 drug combinations with 297,098 pairs across 59 cell lines. The task is: Regression. Given two drug SMILES strings and cell line genomic features, predict the synergy score measuring deviation from expected non-interaction effect. (1) Drug 1: C1=C(C(=O)NC(=O)N1)N(CCCl)CCCl. Drug 2: C1CCC(C(C1)N)N.C(=O)(C(=O)[O-])[O-].[Pt+4]. Cell line: MDA-MB-231. Synergy scores: CSS=18.2, Synergy_ZIP=-4.63, Synergy_Bliss=-3.36, Synergy_Loewe=-1.93, Synergy_HSA=-0.942. (2) Drug 1: CN(CCCl)CCCl.Cl. Drug 2: CS(=O)(=O)OCCCCOS(=O)(=O)C. Cell line: SW-620. Synergy scores: CSS=37.9, Synergy_ZIP=-11.8, Synergy_Bliss=-1.23, Synergy_Loewe=-15.2, Synergy_HSA=1.12. (3) Drug 1: CS(=O)(=O)CCNCC1=CC=C(O1)C2=CC3=C(C=C2)N=CN=C3NC4=CC(=C(C=C4)OCC5=CC(=CC=C5)F)Cl. Drug 2: C1CNP(=O)(OC1)N(CCCl)CCCl. Cell line: 786-0. Synergy scores: CSS=11.7, Synergy_ZIP=-4.55, Synergy_Bliss=-1.58, Synergy_Loewe=-12.1, Synergy_HSA=-0.651. (4) Drug 1: C1=CC(=CC=C1C#N)C(C2=CC=C(C=C2)C#N)N3C=NC=N3. Drug 2: CC=C1C(=O)NC(C(=O)OC2CC(=O)NC(C(=O)NC(CSSCCC=C2)C(=O)N1)C(C)C)C(C)C. Cell line: BT-549. Synergy scores: CSS=21.3, Synergy_ZIP=0.559, Synergy_Bliss=-0.590, Synergy_Loewe=-40.6, Synergy_HSA=-1.75. (5) Drug 2: C1CCC(C1)C(CC#N)N2C=C(C=N2)C3=C4C=CNC4=NC=N3. Synergy scores: CSS=25.6, Synergy_ZIP=0.648, Synergy_Bliss=8.51, Synergy_Loewe=-11.6, Synergy_HSA=7.45. Cell line: MOLT-4. Drug 1: CC(C1=C(C=CC(=C1Cl)F)Cl)OC2=C(N=CC(=C2)C3=CN(N=C3)C4CCNCC4)N.